Dataset: Reaction yield outcomes from USPTO patents with 853,638 reactions. Task: Predict the reaction yield, written as a fraction of the theoretical maximum amount of product (1.0 means a 100% yield; for example, 0.34 means a 34% yield). (1) The catalyst is CN(C=O)C.CO.O. The product is [C:20]([N:28]1[CH2:29][C:30]([CH2:37][N:11]2[N:12]=[N:13][C:9]([C:3]3[CH:4]=[CH:5][CH:6]=[CH:7][CH:8]=3)=[N:10]2)([C:32]([OH:34])=[O:33])[CH2:31]1)(=[O:27])[C:21]1[CH:26]=[CH:25][CH:24]=[CH:23][CH:22]=1. The yield is 0.450. The reactants are [Na+].[I-].[C:3]1([C:9]2[NH:13][N:12]=[N:11][N:10]=2)[CH:8]=[CH:7][CH:6]=[CH:5][CH:4]=1.C([O-])([O-])=O.[Cs+].[Cs+].[C:20]([N:28]1[CH2:31][C:30]([CH2:37]Cl)([C:32]([O:34]CC)=[O:33])[CH2:29]1)(=[O:27])[C:21]1[CH:26]=[CH:25][CH:24]=[CH:23][CH:22]=1.[Li+].[OH-].Cl. (2) The reactants are [F:1][C:2]1[CH:10]=[CH:9][CH:8]=[C:7]([F:11])[C:3]=1[C:4](Cl)=[O:5].[Br:12][C:13]1[C:14]([C:22]2[CH:23]=[CH:24][C:25]([NH2:28])=[N:26][CH:27]=2)=[CH:15][C:16]2[O:20][CH2:19][O:18][C:17]=2[CH:21]=1.CCN(C(C)C)C(C)C. The catalyst is CN(C1C=CN=CC=1)C.ClCCl.O1CCCC1.CO.[OH-].[Li+]. The product is [Br:12][C:13]1[C:14]([C:22]2[CH:23]=[CH:24][C:25]([NH:28][C:4](=[O:5])[C:3]3[C:2]([F:1])=[CH:10][CH:9]=[CH:8][C:7]=3[F:11])=[N:26][CH:27]=2)=[CH:15][C:16]2[O:20][CH2:19][O:18][C:17]=2[CH:21]=1. The yield is 0.730. (3) The reactants are [Cl:1][C:2]1[N:7]=[N:6][C:5]([C:8](OCC)=[O:9])=[C:4]([NH:13][C:14]2[CH:19]=[CH:18][CH:17]=[C:16]([CH:20]3[CH2:22][CH2:21]3)[N:15]=2)[CH:3]=1.[NH3:23]. No catalyst specified. The product is [Cl:1][C:2]1[N:7]=[N:6][C:5]([C:8]([NH2:23])=[O:9])=[C:4]([NH:13][C:14]2[CH:19]=[CH:18][CH:17]=[C:16]([CH:20]3[CH2:22][CH2:21]3)[N:15]=2)[CH:3]=1. The yield is 0.880. (4) The reactants are [Br:1][C:2]1[CH:3]=[C:4]2[C:8](=[CH:9][CH:10]=1)[NH:7][C:6](=[O:11])[CH2:5]2.[CH2:12]([N:14]([CH2:36][CH3:37])[CH2:15][CH2:16][NH:17][C:18]([C:20]1[C:24]([C:25]2[CH:30]=[CH:29][CH:28]=[CH:27][CH:26]=2)=[C:23]([CH:31]=O)[NH:22][C:21]=1[CH:33]([CH3:35])[CH3:34])=[O:19])[CH3:13]. No catalyst specified. The product is [CH2:36]([N:14]([CH2:12][CH3:13])[CH2:15][CH2:16][NH:17][C:18]([C:20]1[C:24]([C:25]2[CH:26]=[CH:27][CH:28]=[CH:29][CH:30]=2)=[C:23]([CH:31]=[C:5]2[C:4]3[C:8](=[CH:9][CH:10]=[C:2]([Br:1])[CH:3]=3)[NH:7][C:6]2=[O:11])[NH:22][C:21]=1[CH:33]([CH3:35])[CH3:34])=[O:19])[CH3:37]. The yield is 0.530.